From a dataset of Catalyst prediction with 721,799 reactions and 888 catalyst types from USPTO. Predict which catalyst facilitates the given reaction. (1) Reactant: [CH2:1]([O:8][C:9]1[C:16]([F:17])=[CH:15][C:12]([CH:13]=O)=[CH:11][C:10]=1[F:18])[C:2]1[CH:7]=[CH:6][CH:5]=[CH:4][CH:3]=1.[C:19]([CH:24]=P(C1C=CC=CC=1)(C1C=CC=CC=1)C1C=CC=CC=1)([O:21][CH2:22][CH3:23])=[O:20]. Product: [CH2:22]([O:21][C:19](=[O:20])/[CH:24]=[CH:13]/[C:12]1[CH:15]=[C:16]([F:17])[C:9]([O:8][CH2:1][C:2]2[CH:7]=[CH:6][CH:5]=[CH:4][CH:3]=2)=[C:10]([F:18])[CH:11]=1)[CH3:23]. The catalyst class is: 1. (2) Reactant: C([O:8][C:9](=[O:37])[CH2:10][CH:11]([S:24](=[O:36])(=[O:35])[NH:25][CH:26]1[CH2:31][CH2:30][N:29]([CH:32]([CH3:34])[CH3:33])[CH2:28][CH2:27]1)[CH2:12][NH:13]C(OCC1C=CC=CC=1)=O)C1C=CC=CC=1.B(Br)(Br)Br.[OH-].[Na+]. Product: [NH2:13][CH2:12][CH:11]([S:24](=[O:36])(=[O:35])[NH:25][CH:26]1[CH2:27][CH2:28][N:29]([CH:32]([CH3:34])[CH3:33])[CH2:30][CH2:31]1)[CH2:10][C:9]([OH:37])=[O:8]. The catalyst class is: 46. (3) Reactant: FC(F)(F)C(O)=O.C(=O)([O:14][C:15]1[CH:20]=[CH:19][C:18]([C:21]2[C:30]3[CH:29]=[C:28]([O:31][CH3:32])[C:27]([O:33][CH2:34][CH:35]4[CH2:40][CH2:39][N:38]([CH3:41])[CH2:37][CH2:36]4)=[CH:26][C:25]=3[C:24]3[C:42]([CH3:45])=[N:43][NH:44][C:23]=3[N:22]=2)=[CH:17][CH:16]=1)OC(C)(C)C.[ClH:47]. Product: [ClH:47].[CH3:45][C:42]1[C:24]2[C:25]3[CH:26]=[C:27]([O:33][CH2:34][CH:35]4[CH2:40][CH2:39][N:38]([CH3:41])[CH2:37][CH2:36]4)[C:28]([O:31][CH3:32])=[CH:29][C:30]=3[C:21]([C:18]3[CH:17]=[CH:16][C:15]([OH:14])=[CH:20][CH:19]=3)=[N:22][C:23]=2[NH:44][N:43]=1. The catalyst class is: 12. (4) Reactant: [CH2:1]([N:8]1[C:16]2[C:11](=[CH:12][CH:13]=[CH:14][CH:15]=2)[C:10]([CH2:17][CH2:18][CH2:19][CH2:20][CH3:21])=[C:9]1[C:22]1[CH:31]=[CH:30][C:29]2[C:24](=[CH:25][CH:26]=[C:27]([O:32]C)[CH:28]=2)[CH:23]=1)[C:2]1[CH:7]=[CH:6][CH:5]=[CH:4][CH:3]=1.B(Br)(Br)Br. Product: [CH2:1]([N:8]1[C:16]2[C:11](=[CH:12][CH:13]=[CH:14][CH:15]=2)[C:10]([CH2:17][CH2:18][CH2:19][CH2:20][CH3:21])=[C:9]1[C:22]1[CH:23]=[C:24]2[C:29](=[CH:30][CH:31]=1)[CH:28]=[C:27]([OH:32])[CH:26]=[CH:25]2)[C:2]1[CH:3]=[CH:4][CH:5]=[CH:6][CH:7]=1. The catalyst class is: 2. (5) The catalyst class is: 33. Product: [CH2:6]([C:5]1[N:4]=[C:14]([C@@H:5]2[CH2:6][C:7]3[C:12](=[CH:11][CH:10]=[CH:9][CH:8]=3)[NH:4]2)[NH:16][CH:14]=1)[CH2:7][CH3:8]. Reactant: C([N:4]1[C:12]2[C:7](=[CH:8][C:9](Cl)=[CH:10][CH:11]=2)[CH2:6][CH:5]1[C:14]([NH2:16])=O)(=O)C.[OH-].[Na+].C([O-])(O)=O.[Na+]. (6) Reactant: [Br:1][C:2]1[CH:3]=[C:4]([CH2:19][C:20]([O:22]C)=[O:21])[CH:5]=[CH:6][C:7]=1[NH:8][C:9]([NH:11][C:12]1[CH:17]=[CH:16][CH:15]=[CH:14][C:13]=1[CH3:18])=[O:10].[OH-].[Na+]. Product: [Br:1][C:2]1[CH:3]=[C:4]([CH2:19][C:20]([OH:22])=[O:21])[CH:5]=[CH:6][C:7]=1[NH:8][C:9]([NH:11][C:12]1[CH:17]=[CH:16][CH:15]=[CH:14][C:13]=1[CH3:18])=[O:10]. The catalyst class is: 1.